From a dataset of NCI-60 drug combinations with 297,098 pairs across 59 cell lines. Regression. Given two drug SMILES strings and cell line genomic features, predict the synergy score measuring deviation from expected non-interaction effect. (1) Drug 1: C1CN(CCN1C(=O)CCBr)C(=O)CCBr. Drug 2: CC1=C(C(=O)C2=C(C1=O)N3CC4C(C3(C2COC(=O)N)OC)N4)N. Cell line: UACC-257. Synergy scores: CSS=23.4, Synergy_ZIP=-9.43, Synergy_Bliss=-5.19, Synergy_Loewe=-0.429, Synergy_HSA=0.0732. (2) Drug 1: CS(=O)(=O)C1=CC(=C(C=C1)C(=O)NC2=CC(=C(C=C2)Cl)C3=CC=CC=N3)Cl. Drug 2: C1C(C(OC1N2C=NC3=C(N=C(N=C32)Cl)N)CO)O. Cell line: KM12. Synergy scores: CSS=16.8, Synergy_ZIP=-8.81, Synergy_Bliss=-8.76, Synergy_Loewe=-4.42, Synergy_HSA=-4.73. (3) Drug 1: CC12CCC3C(C1CCC2=O)CC(=C)C4=CC(=O)C=CC34C. Drug 2: CC1C(C(CC(O1)OC2CC(CC3=C2C(=C4C(=C3O)C(=O)C5=CC=CC=C5C4=O)O)(C(=O)C)O)N)O. Cell line: HCT-15. Synergy scores: CSS=39.5, Synergy_ZIP=0.339, Synergy_Bliss=-0.405, Synergy_Loewe=-3.87, Synergy_HSA=1.40. (4) Drug 1: C1C(C(OC1N2C=C(C(=O)NC2=O)F)CO)O. Drug 2: CC(C)CN1C=NC2=C1C3=CC=CC=C3N=C2N. Cell line: SK-MEL-5. Synergy scores: CSS=6.25, Synergy_ZIP=-3.98, Synergy_Bliss=-0.865, Synergy_Loewe=-7.92, Synergy_HSA=-3.01. (5) Drug 2: CS(=O)(=O)OCCCCOS(=O)(=O)C. Cell line: NCI-H226. Synergy scores: CSS=2.13, Synergy_ZIP=0.134, Synergy_Bliss=1.99, Synergy_Loewe=0.795, Synergy_HSA=0.445. Drug 1: C1=CC(=CC=C1C#N)C(C2=CC=C(C=C2)C#N)N3C=NC=N3. (6) Drug 1: C1C(C(OC1N2C=NC3=C(N=C(N=C32)Cl)N)CO)O. Drug 2: N.N.Cl[Pt+2]Cl. Cell line: SNB-75. Synergy scores: CSS=10.7, Synergy_ZIP=-6.81, Synergy_Bliss=2.02, Synergy_Loewe=3.24, Synergy_HSA=3.33.